Dataset: Reaction yield outcomes from USPTO patents with 853,638 reactions. Task: Predict the reaction yield, written as a fraction of the theoretical maximum amount of product (1.0 means a 100% yield; for example, 0.34 means a 34% yield). (1) The reactants are CC(C)([O-])C.[K+].[C:7]([O:20][CH2:21][C:22]1[CH:27]=[CH:26][CH:25]=[CH:24][CH:23]=1)(=[O:19])[CH2:8][C:9]([O:11][CH2:12][C:13]1[CH:18]=[CH:17][CH:16]=[CH:15][CH:14]=1)=[O:10].Cl[C:29]1[CH:34]=[CH:33][C:32]([N+:35]([O-:37])=[O:36])=[CH:31][N:30]=1. The catalyst is CS(C)=O. The product is [CH2:12]([O:11][C:9](=[O:10])[CH:8]([C:29]1[CH:34]=[CH:33][C:32]([N+:35]([O-:37])=[O:36])=[CH:31][N:30]=1)[C:7]([O:20][CH2:21][C:22]1[CH:23]=[CH:24][CH:25]=[CH:26][CH:27]=1)=[O:19])[C:13]1[CH:18]=[CH:17][CH:16]=[CH:15][CH:14]=1. The yield is 0.450. (2) The reactants are C(Cl)(=O)C(Cl)=O.CS(C)=O.[Cl:11][C:12]1[N:13]=[C:14]([CH2:21][OH:22])[CH:15]=[C:16]2[CH:20]=[CH:19][O:18][C:17]=12.C(=O)=O.CC(C)=O. The catalyst is C(Cl)Cl. The product is [Cl:11][C:12]1[N:13]=[C:14]([CH:21]=[O:22])[CH:15]=[C:16]2[CH:20]=[CH:19][O:18][C:17]=12. The yield is 0.970. (3) The product is [C:39]1([CH3:49])[CH:40]=[CH:41][C:42]([S:45]([OH:48])(=[O:46])=[O:47])=[CH:43][CH:44]=1.[C:39]1([CH3:49])[CH:40]=[CH:41][C:42]([S:45]([OH:48])(=[O:46])=[O:47])=[CH:43][CH:44]=1.[F:37][C:2]1([F:1])[CH2:3][CH2:4][N:5]([CH2:8][CH2:9][O:10][C:11]2[CH:16]=[CH:15][N:14]3[N:17]=[C:18]([CH3:36])[C:19]([C:20]4[S:21][C:22]([C:31]5[N:35]=[CH:34][NH:33][N:32]=5)=[C:23]([C:25]5[CH:30]=[CH:29][CH:28]=[CH:27][CH:26]=5)[N:24]=4)=[C:13]3[CH:12]=2)[CH2:6][CH2:7]1. The yield is 0.690. The reactants are [F:1][C:2]1([F:37])[CH2:7][CH2:6][N:5]([CH2:8][CH2:9][O:10][C:11]2[CH:16]=[CH:15][N:14]3[N:17]=[C:18]([CH3:36])[C:19]([C:20]4[S:21][C:22]([C:31]5[N:35]=[CH:34][NH:33][N:32]=5)=[C:23]([C:25]5[CH:30]=[CH:29][CH:28]=[CH:27][CH:26]=5)[N:24]=4)=[C:13]3[CH:12]=2)[CH2:4][CH2:3]1.O.[C:39]1([CH3:49])[CH:44]=[CH:43][C:42]([S:45]([OH:48])(=[O:47])=[O:46])=[CH:41][CH:40]=1. No catalyst specified. (4) The reactants are C[O:2][C:3]1[CH:4]=[C:5]([C:12]2[CH:17]=[CH:16][C:15]([C:18]([F:21])([F:20])[F:19])=[CH:14][CH:13]=2)[CH:6]=[CH:7][C:8]=1[N+:9]([O-:11])=[O:10].[Cl-].[Li+].Cl. The catalyst is CN(C)C=O.O. The product is [OH:2][C:3]1[CH:4]=[C:5]([C:12]2[CH:17]=[CH:16][C:15]([C:18]([F:19])([F:20])[F:21])=[CH:14][CH:13]=2)[CH:6]=[CH:7][C:8]=1[N+:9]([O-:11])=[O:10]. The yield is 0.940. (5) The reactants are [B-](F)(F)(F)F.[B-](F)(F)(F)F.[CH2:11]1[N+:16]2([CH2:19]Cl)[CH2:17][CH2:18][N+:13](F)([CH2:14][CH2:15]2)[CH2:12]1.CN1CC[C@]2(N=C(C3[CH:35]=[C:34]([C:36]4[CH:41]=[CH:40][C:39]([C:42]([F:45])([F:44])[F:43])=[CH:38][CH:37]=4)[CH:33]=[CH:32][N:31]=3)CC2)C1=O.[F:49][C:50](F)([F:54])[C:51](O)=O.[OH-:56].[Na+]. The catalyst is CC#N. The product is [F:49][C:50]1([F:54])[CH2:51][C@@:18]2([CH2:14][CH2:15][N:16]([CH3:19])[C:17]2=[O:56])[N:13]=[C:12]1[C:11]1[CH:35]=[C:34]([C:36]2[CH:37]=[CH:38][C:39]([C:42]([F:43])([F:44])[F:45])=[CH:40][CH:41]=2)[CH:33]=[CH:32][N:31]=1. The yield is 0.0590. (6) The product is [Br:8][CH2:18][C:17]1[C:10]([F:9])=[C:11]([CH:14]=[CH:15][CH:16]=1)[C:12]#[N:13]. The catalyst is C(#N)C.C(OOC(=O)C1C=CC=CC=1)(=O)C1C=CC=CC=1. The reactants are C1C(=O)N([Br:8])C(=O)C1.[F:9][C:10]1[C:17]([CH3:18])=[CH:16][CH:15]=[CH:14][C:11]=1[C:12]#[N:13].O. The yield is 0.700.